Dataset: Full USPTO retrosynthesis dataset with 1.9M reactions from patents (1976-2016). Task: Predict the reactants needed to synthesize the given product. (1) Given the product [C:1]([C:3]1[CH:4]=[CH:5][C:6]([NH:9][C:10](=[O:18])[CH2:11][CH:12]([CH3:17])[CH2:13][C:14]([NH:30][C:26]2[CH:25]=[C:24]3[C:29](=[CH:28][CH:27]=2)[N:21]([CH2:19][CH3:20])[C:22]([CH3:32])=[C:23]3[CH3:31])=[O:16])=[CH:7][CH:8]=1)#[N:2], predict the reactants needed to synthesize it. The reactants are: [C:1]([C:3]1[CH:8]=[CH:7][C:6]([NH:9][C:10](=[O:18])[CH2:11][CH:12]([CH3:17])[CH2:13][C:14]([OH:16])=O)=[CH:5][CH:4]=1)#[N:2].[CH2:19]([N:21]1[C:29]2[C:24](=[CH:25][C:26]([NH2:30])=[CH:27][CH:28]=2)[C:23]([CH3:31])=[C:22]1[CH3:32])[CH3:20].CCN(C(C)C)C(C)C.CN(C(ON1N=NC2C=CC=NC1=2)=[N+](C)C)C.F[P-](F)(F)(F)(F)F. (2) Given the product [Cl:57][C:39]1[CH:38]=[CH:37][CH:36]=[CH:35][C:63]=1[CH:61]([O:12][C:11]([NH:10][C:14]1[C:15]([C:19]2[CH:20]=[CH:21][C:22]([CH:30]=[CH:29][CH2:28][CH2:27][C:26]([O:32][CH3:33])=[O:31])=[CH:23][CH:24]=2)=[N:16][O:17][CH:18]=1)=[O:13])[CH3:62], predict the reactants needed to synthesize it. The reactants are: ClC1C=CC=CC=1C([N:10]([C:14]1[C:15]([C:19]2[CH:24]=[CH:23][C:22](I)=[CH:21][CH:20]=2)=[N:16][O:17][CH:18]=1)[C:11](=[O:13])[O-:12])C.[C:26]([O:32][CH2:33]C)(=[O:31])[CH2:27][CH2:28][CH:29]=[CH2:30].[C:35]1(C)C=[CH:39][CH:38]=[CH:37][C:36]=1P([C:37]1[CH:38]=[CH:39]C=[CH:35][C:36]=1C)[C:37]1[CH:38]=[CH:39]C=[CH:35][C:36]=1C.[ClH:57].C(N(CC)[CH:61]([CH3:63])[CH3:62])C. (3) Given the product [Cl:1][C:2]1[N:3]=[C:4]([N:13]2[CH2:14][CH2:15][O:16][CH2:17][CH2:18]2)[C:5]2[S:10][C:9]([CH2:11][O:12][CH3:21])=[CH:8][C:6]=2[N:7]=1, predict the reactants needed to synthesize it. The reactants are: [Cl:1][C:2]1[N:3]=[C:4]([N:13]2[CH2:18][CH2:17][O:16][CH2:15][CH2:14]2)[C:5]2[S:10][C:9]([CH2:11][OH:12])=[CH:8][C:6]=2[N:7]=1.[H-].[Na+].[CH3:21]I. (4) Given the product [Cl:1][C:2]1[CH:7]=[CH:6][C:5]([Cl:8])=[CH:4][C:3]=1[NH:9][C:10]1[N:15]2[N:16]=[CH:17][C:18]([S:19]([NH:22][C:38](=[O:40])[CH3:39])(=[O:21])=[O:20])=[C:14]2[N:13]=[CH:12][C:11]=1[C:23]([N:25]1[CH2:30][CH2:29][CH:28]([C:31]2[CH:32]=[CH:33][C:34]([F:37])=[CH:35][CH:36]=2)[CH2:27][CH2:26]1)=[O:24], predict the reactants needed to synthesize it. The reactants are: [Cl:1][C:2]1[CH:7]=[CH:6][C:5]([Cl:8])=[CH:4][C:3]=1[NH:9][C:10]1[N:15]2[N:16]=[CH:17][C:18]([S:19]([NH2:22])(=[O:21])=[O:20])=[C:14]2[N:13]=[CH:12][C:11]=1[C:23]([N:25]1[CH2:30][CH2:29][CH:28]([C:31]2[CH:36]=[CH:35][C:34]([F:37])=[CH:33][CH:32]=2)[CH2:27][CH2:26]1)=[O:24].[C:38](O)(=[O:40])[CH3:39]. (5) Given the product [C:17]([O:21][C:22]([N:24]1[CH2:29][CH2:28][N:27]([C:30]2[CH:35]=[CH:34][C:33]([C:36]3[O:2][CH2:1][CH2:3][N:4]=3)=[CH:32][CH:31]=2)[CH2:26][CH2:25]1)=[O:23])([CH3:20])([CH3:19])[CH3:18], predict the reactants needed to synthesize it. The reactants are: [CH2:1]([CH2:3][NH2:4])[OH:2].OCC(CO)O.C(=O)([O-])[O-].[K+].[K+].[C:17]([O:21][C:22]([N:24]1[CH2:29][CH2:28][N:27]([C:30]2[CH:35]=[CH:34][C:33]([C:36]#N)=[CH:32][CH:31]=2)[CH2:26][CH2:25]1)=[O:23])([CH3:20])([CH3:19])[CH3:18]. (6) Given the product [Br:10][CH2:9][C:5]1[CH:6]=[C:7]([F:8])[C:2]([Cl:1])=[N:3][CH:4]=1, predict the reactants needed to synthesize it. The reactants are: [Cl:1][C:2]1[C:7]([F:8])=[CH:6][C:5]([CH3:9])=[CH:4][N:3]=1.[Br:10]N1C(=O)CCC1=O.C(OOC(=O)C1C=CC=CC=1)(=O)C1C=CC=CC=1. (7) Given the product [Br:1][C:2]1[CH:3]=[C:4]2[C:11]3([C:15](=[O:16])[NH:14][C:13](=[S:34])[NH:12]3)[CH2:10][CH:9]([C:18]3[CH:23]=[CH:22][CH:21]=[C:20]([Cl:24])[CH:19]=3)[O:8][C:5]2=[CH:6][CH:7]=1, predict the reactants needed to synthesize it. The reactants are: [Br:1][C:2]1[CH:3]=[C:4]2[C:11]3([C:15](=[O:16])[NH:14][C:13](=O)[NH:12]3)[CH2:10][CH:9]([C:18]3[CH:23]=[CH:22][CH:21]=[C:20]([Cl:24])[CH:19]=3)[O:8][C:5]2=[CH:6][CH:7]=1.COC1C=CC(P2(SP(C3C=CC(OC)=CC=3)(=S)S2)=[S:34])=CC=1. (8) Given the product [NH2:4][C:5]1[C:14]2[N:15]=[C:16]([CH2:25][CH3:26])[N:17]([CH2:18][CH:19]3[CH2:20][CH2:21][O:22][CH2:23][CH2:24]3)[C:13]=2[C:12]2[CH:11]=[CH:10][C:9]([CH2:27][CH2:28][C:29]([N:31]([CH3:32])[CH3:33])=[O:30])=[CH:8][C:7]=2[N:6]=1, predict the reactants needed to synthesize it. The reactants are: C(O)C.[NH2:4][C:5]1[C:14]2[N:15]=[C:16]([CH2:25][CH3:26])[N:17]([CH2:18][CH:19]3[CH2:24][CH2:23][O:22][CH2:21][CH2:20]3)[C:13]=2[C:12]2[CH:11]=[CH:10][C:9](/[CH:27]=[CH:28]/[C:29]([N:31]([CH3:33])[CH3:32])=[O:30])=[CH:8][C:7]=2[N:6]=1. (9) Given the product [CH3:1][O:2][C:3]1[CH:4]=[C:5]([C:11]2[C:16]([NH:17][C:18](=[O:32])[CH:19]([O:27][CH2:35][C:34]#[CH:33])[C:20]3[CH:25]=[CH:24][C:23]([Cl:26])=[CH:22][CH:21]=3)=[CH:15][CH:14]=[CH:13][N:12]=2)[CH:6]=[CH:7][C:8]=1[O:9][CH3:10], predict the reactants needed to synthesize it. The reactants are: [CH3:1][O:2][C:3]1[CH:4]=[C:5]([C:11]2[C:16]([NH:17][C:18](=[O:32])[CH:19]([O:27]S(C)(=O)=O)[C:20]3[CH:25]=[CH:24][C:23]([Cl:26])=[CH:22][CH:21]=3)=[CH:15][CH:14]=[CH:13][N:12]=2)[CH:6]=[CH:7][C:8]=1[O:9][CH3:10].[CH2:33](O)[C:34]#[CH:35].